This data is from TCR-epitope binding with 47,182 pairs between 192 epitopes and 23,139 TCRs. The task is: Binary Classification. Given a T-cell receptor sequence (or CDR3 region) and an epitope sequence, predict whether binding occurs between them. The epitope is FLNGSCGSV. The TCR CDR3 sequence is CASSYGYEQFF. Result: 1 (the TCR binds to the epitope).